From a dataset of Catalyst prediction with 721,799 reactions and 888 catalyst types from USPTO. Predict which catalyst facilitates the given reaction. (1) Reactant: [CH3:1][O:2][C:3]1[CH:4]=[C:5]([N:11]2[CH2:16][CH2:15][N:14]([C:17]([C:19]3[N:23]([C:24]4[CH:29]=[CH:28][CH:27]=[CH:26][CH:25]=4)[N:22]=[C:21]([CH:30]=[O:31])[CH:20]=3)=[O:18])[CH2:13][CH2:12]2)[CH:6]=[C:7]([O:9][CH3:10])[CH:8]=1.CO[C:52]1[CH:53]=[C:54](/C=C/C(/O)=C/C(/C=C/C2[CH:50]=[CH:51][C:52](O)=[C:53](OC)[CH:54]=2)=O)C=[CH:50][C:51]=1O.C1([Mg]Br)CCCC1.[Cl-].[NH4+]. Product: [CH:50]1([CH:30]([OH:31])[C:21]2[CH:20]=[C:19]([C:17]([N:14]3[CH2:13][CH2:12][N:11]([C:5]4[CH:6]=[C:7]([O:9][CH3:10])[CH:8]=[C:3]([O:2][CH3:1])[CH:4]=4)[CH2:16][CH2:15]3)=[O:18])[N:23]([C:24]3[CH:29]=[CH:28][CH:27]=[CH:26][CH:25]=3)[N:22]=2)[CH2:51][CH2:52][CH2:53][CH2:54]1. The catalyst class is: 1. (2) Reactant: C[Si](C)(C)CCOC[N:7](COCC[Si](C)(C)C)[C:8]1[N:13]2[N:14]=[CH:15][C:16]([C:17]3[CH:18]=[N:19][C:20]4[C:25]([CH:26]=3)=[CH:24][CH:23]=[CH:22][CH:21]=4)=[C:12]2[N:11]=[C:10]([CH2:27][N:28]([CH:36]2[CH2:41][CH2:40][O:39][CH2:38][CH2:37]2)[C:29](=[O:35])[O:30][C:31]([CH3:34])([CH3:33])[CH3:32])[C:9]=1[C:42]([O:44]CC)=[CH2:43].Cl. Product: [C:42]([C:9]1[C:10]([CH2:27][N:28]([CH:36]2[CH2:41][CH2:40][O:39][CH2:38][CH2:37]2)[C:29](=[O:35])[O:30][C:31]([CH3:34])([CH3:33])[CH3:32])=[N:11][C:12]2[N:13]([N:14]=[CH:15][C:16]=2[C:17]2[CH:18]=[N:19][C:20]3[C:25]([CH:26]=2)=[CH:24][CH:23]=[CH:22][CH:21]=3)[C:8]=1[NH2:7])(=[O:44])[CH3:43]. The catalyst class is: 12. (3) Reactant: [Br:1][C:2]1[CH:3]=[C:4]2[C:12](=[CH:13][CH:14]=1)[N:11]([CH:15]([CH3:17])[CH3:16])[C:10]1[C:9]([CH3:18])=[CH:8][CH:7]=[C:6]([CH3:19])[C:5]2=1.[N+:20]([O-])([OH:22])=[O:21].O. Product: [Br:1][C:2]1[CH:3]=[C:4]2[C:12](=[CH:13][CH:14]=1)[N:11]([CH:15]([CH3:16])[CH3:17])[C:10]1[C:9]([CH3:18])=[CH:8][C:7]([N+:20]([O-:22])=[O:21])=[C:6]([CH3:19])[C:5]2=1. The catalyst class is: 15. (4) Reactant: [CH3:1][CH2:2][CH2:3][C:4]1[CH:5]=[C:6]([C:10]([NH2:12])=[S:11])[CH:7]=[CH:8][N:9]=1.Br[CH2:14][C:15]([C:17]1[CH:22]=[CH:21][C:20]([CH3:23])=[CH:19][CH:18]=1)=O. Product: [CH3:1][CH2:2][CH2:3][C:4]1[CH:5]=[C:6]([C:10]2[S:11][CH:14]=[C:15]([C:17]3[CH:18]=[CH:19][C:20]([CH3:23])=[CH:21][CH:22]=3)[N:12]=2)[CH:7]=[CH:8][N:9]=1. The catalyst class is: 8. (5) Reactant: FC(F)(F)C(O)=O.[NH2:8][CH:9]1[CH2:13][CH:12]([OH:14])[CH:11]([OH:15])[CH2:10]1.CCN(C(C)C)C(C)C.[N:25]1([C:31]([NH:33][C@@H:34]([CH2:38][S:39]([CH2:42][C:43]2[CH:48]=[CH:47][CH:46]=[CH:45][CH:44]=2)(=[O:41])=[O:40])[C:35](O)=[O:36])=[O:32])[CH2:30][CH2:29][O:28][CH2:27][CH2:26]1.CN(C(ON1N=NC2C=CC=NC1=2)=[N+](C)C)C.F[P-](F)(F)(F)(F)F. Product: [OH:15][CH:11]1[CH:12]([OH:14])[CH2:13][CH:9]([NH:8][C:35]([C@@H:34]([NH:33][C:31]([N:25]2[CH2:30][CH2:29][O:28][CH2:27][CH2:26]2)=[O:32])[CH2:38][S:39]([CH2:42][C:43]2[CH:44]=[CH:45][CH:46]=[CH:47][CH:48]=2)(=[O:41])=[O:40])=[O:36])[CH2:10]1. The catalyst class is: 3. (6) Reactant: [CH3:1][O:2][C:3]1[CH:50]=[C:49](/[CH:51]=[CH:52]/[C:53]([O:55][CH3:56])=[O:54])[CH:48]=[CH:47][C:4]=1[O:5][CH2:6][CH2:7][CH2:8][CH2:9][CH2:10][CH2:11][CH2:12][CH2:13][O:14][C:15]1[CH:16]=[C:17]([CH:20]=[C:21]([O:23][CH2:24][CH2:25][CH2:26][CH2:27][CH2:28][CH2:29][CH2:30][CH2:31][O:32][C:33]2[CH:38]=[CH:37][C:36](/[CH:39]=[CH:40]/[C:41](=[O:44])[O:42][CH3:43])=[CH:35][C:34]=2[O:45][CH3:46])[CH:22]=1)[CH2:18]O.[Br:57]C(Br)(Br)Br.C1(P(C2C=CC=CC=2)C2C=CC=CC=2)C=CC=CC=1. Product: [CH3:1][O:2][C:3]1[CH:50]=[C:49](/[CH:51]=[CH:52]/[C:53]([O:55][CH3:56])=[O:54])[CH:48]=[CH:47][C:4]=1[O:5][CH2:6][CH2:7][CH2:8][CH2:9][CH2:10][CH2:11][CH2:12][CH2:13][O:14][C:15]1[CH:16]=[C:17]([CH:20]=[C:21]([O:23][CH2:24][CH2:25][CH2:26][CH2:27][CH2:28][CH2:29][CH2:30][CH2:31][O:32][C:33]2[CH:38]=[CH:37][C:36](/[CH:39]=[CH:40]/[C:41](=[O:44])[O:42][CH3:43])=[CH:35][C:34]=2[O:45][CH3:46])[CH:22]=1)[CH2:18][Br:57]. The catalyst class is: 4. (7) Reactant: [Cl:1][C:2]1[CH:10]=[CH:9][C:8]2[NH:7][C:6]3[CH2:11][CH2:12][N:13]([CH3:15])[CH2:14][C:5]=3[C:4]=2[CH:3]=1.[CH:16]([NH:19][C:20]1[CH:25]=[CH:24][C:23]([CH:26]=[CH2:27])=[CH:22][N:21]=1)([CH3:18])[CH3:17].[OH-].[K+]. Product: [Cl:1][C:2]1[CH:10]=[CH:9][C:8]2[N:7]([CH2:27][CH2:26][C:23]3[CH:24]=[CH:25][C:20]([NH:19][CH:16]([CH3:17])[CH3:18])=[N:21][CH:22]=3)[C:6]3[CH2:11][CH2:12][N:13]([CH3:15])[CH2:14][C:5]=3[C:4]=2[CH:3]=1. The catalyst class is: 37. (8) Reactant: [Cl:1][C:2]1[C:9]([CH3:10])=[C:8]([N:11]2[C@H:15]([C:16]([F:19])([F:18])[F:17])[C@@H:14]3[C@H:20]([OH:23])[CH2:21][CH2:22][N:13]3[C:12]2=[O:24])[CH:7]=[CH:6][C:3]=1[C:4]#[N:5].CC(OI1(OC(C)=O)(OC(C)=O)OC(=O)C2C=CC=CC1=2)=O.[O-]S([O-])(=S)=O.[Na+].[Na+].C([O-])(O)=O.[Na+]. The catalyst class is: 2. Product: [Cl:1][C:2]1[C:9]([CH3:10])=[C:8]([N:11]2[C@H:15]([C:16]([F:18])([F:19])[F:17])[C@@H:14]3[C:20](=[O:23])[CH2:21][CH2:22][N:13]3[C:12]2=[O:24])[CH:7]=[CH:6][C:3]=1[C:4]#[N:5].